This data is from Peptide-MHC class II binding affinity with 134,281 pairs from IEDB. The task is: Regression. Given a peptide amino acid sequence and an MHC pseudo amino acid sequence, predict their binding affinity value. This is MHC class II binding data. (1) The peptide sequence is GWSSLGREYAAVAEE. The MHC is DRB1_0901 with pseudo-sequence DRB1_0901. The binding affinity (normalized) is 0.414. (2) The peptide sequence is GELQIVDKIDARFKI. The MHC is DRB3_0202 with pseudo-sequence DRB3_0202. The binding affinity (normalized) is 0.154. (3) The peptide sequence is MASHIHLVIHRIRTL. The MHC is DRB1_0901 with pseudo-sequence DRB1_0901. The binding affinity (normalized) is 0.633. (4) The peptide sequence is DGQGKAVWGKNSCAK. The MHC is HLA-DPA10201-DPB10501 with pseudo-sequence HLA-DPA10201-DPB10501. The binding affinity (normalized) is 0.104. (5) The peptide sequence is EKKEFAATQFEPLAA. The MHC is DRB1_1001 with pseudo-sequence DRB1_1001. The binding affinity (normalized) is 0.581. (6) The peptide sequence is AFKVAAYAANAAPAN. The MHC is DRB1_1001 with pseudo-sequence DRB1_1001. The binding affinity (normalized) is 0.838. (7) The peptide sequence is GVLVATNFFGINTIP. The MHC is DRB1_0901 with pseudo-sequence DRB1_0901. The binding affinity (normalized) is 0.563.